This data is from HIV replication inhibition screening data with 41,000+ compounds from the AIDS Antiviral Screen. The task is: Binary Classification. Given a drug SMILES string, predict its activity (active/inactive) in a high-throughput screening assay against a specified biological target. (1) The drug is CCCCCCCCCCCCCCCCC(c1ccc(O)c(C(=O)O)c1)c1ccc(O)c(C(=O)O)c1.N. The result is 0 (inactive). (2) The result is 0 (inactive). The compound is CC(C)(C)OC(=O)N1CCCC1C(=O)NCCNc1ccc(NCCNC(=O)C2CCCN2C(=O)OC(C)(C)C)c2c1C(=O)c1ccccc1C2=O. (3) The drug is N=C1N(c2ccccc2)C(=O)CC(=O)N1c1ccccc1. The result is 0 (inactive).